This data is from Catalyst prediction with 721,799 reactions and 888 catalyst types from USPTO. The task is: Predict which catalyst facilitates the given reaction. Reactant: [C:1]([O:5][C:6]([N:8]1[CH2:13][CH2:12][CH2:11][C@H:10]([NH:14][C:15]2[C:20]([O:21][CH3:22])=[C:19](Cl)[N:18]=[CH:17][N:16]=2)[CH2:9]1)=[O:7])([CH3:4])([CH3:3])[CH3:2].O.[NH2:25][NH2:26].C(OCC)(=O)C.O. Product: [C:1]([O:5][C:6]([N:8]1[CH2:13][CH2:12][CH2:11][C@H:10]([NH:14][C:15]2[C:20]([O:21][CH3:22])=[C:19]([NH:25][NH2:26])[N:18]=[CH:17][N:16]=2)[CH2:9]1)=[O:7])([CH3:4])([CH3:3])[CH3:2]. The catalyst class is: 1.